Dataset: Forward reaction prediction with 1.9M reactions from USPTO patents (1976-2016). Task: Predict the product of the given reaction. (1) The product is: [Cl:31][C:25]1[C:24]([CH3:32])=[C:23]([N:22]2[CH2:21][C@@H:9]3[C@H:10]([OH:13])[CH2:11][CH2:12][N:8]3[C:6]2=[O:5])[CH:28]=[CH:27][C:26]=1[C:29]#[N:30]. Given the reactants C([O:5][C:6]([N:8]1[CH2:12][CH2:11][C@@H:10]([O:13][Si](C(C)(C)C)(C)C)[C@H:9]1[CH2:21][NH:22][C:23]1[CH:28]=[CH:27][C:26]([C:29]#[N:30])=[C:25]([Cl:31])[C:24]=1[CH3:32])=O)(C)(C)C.C(N1C=CN=C1)(N1C=CN=C1)=O.C1CCN2C(=NCCC2)CC1, predict the reaction product. (2) Given the reactants FC(F)(F)C(O)=O.[NH2:8][C@H:9]([C:19]1[C:24]([C:25]2[CH:26]=[CH:27][C:28]([F:34])=[C:29]([CH:33]=2)[C:30]([NH2:32])=[O:31])=[CH:23][CH:22]=[CH:21][N:20]=1)[CH2:10][C:11]1[CH:16]=[C:15]([F:17])[CH:14]=[C:13]([F:18])[CH:12]=1.[F:35][CH:36]([F:51])[C:37]1[C:38]2[CH2:48][C:47]([F:50])([F:49])[CH2:46][C:39]=2[N:40]([CH2:42][C:43](O)=[O:44])[N:41]=1, predict the reaction product. The product is: [F:51][CH:36]([F:35])[C:37]1[C:38]2[CH2:48][C:47]([F:50])([F:49])[CH2:46][C:39]=2[N:40]([CH2:42][C:43]([NH:8][C@H:9]([C:19]2[C:24]([C:25]3[CH:26]=[CH:27][C:28]([F:34])=[C:29]([CH:33]=3)[C:30]([NH2:32])=[O:31])=[CH:23][CH:22]=[CH:21][N:20]=2)[CH2:10][C:11]2[CH:12]=[C:13]([F:18])[CH:14]=[C:15]([F:17])[CH:16]=2)=[O:44])[N:41]=1.